Dataset: Catalyst prediction with 721,799 reactions and 888 catalyst types from USPTO. Task: Predict which catalyst facilitates the given reaction. (1) Reactant: [CH3:1][O:2][C:3]([C:5]1[S:6][C:7]([C:26]#[C:27][C:28]([CH3:31])([CH3:30])[CH3:29])=[CH:8][C:9]=1[N:10]([C:17]([C@H:19]1[CH2:24][CH2:23][C@H:22]([CH3:25])[CH2:21][CH2:20]1)=[O:18])[CH:11]1[CH2:16][CH2:15][NH:14][CH2:13][CH2:12]1)=[O:4].C=O.[C:34](O[BH-](OC(=O)C)OC(=O)C)(=O)C.[Na+].O. Product: [CH3:1][O:2][C:3]([C:5]1[S:6][C:7]([C:26]#[C:27][C:28]([CH3:30])([CH3:29])[CH3:31])=[CH:8][C:9]=1[N:10]([C:17]([C@H:19]1[CH2:20][CH2:21][C@H:22]([CH3:25])[CH2:23][CH2:24]1)=[O:18])[CH:11]1[CH2:12][CH2:13][N:14]([CH3:34])[CH2:15][CH2:16]1)=[O:4]. The catalyst class is: 26. (2) Reactant: [NH2:1][C:2]1[CH:3]=[C:4]([CH:23]=[CH:24][C:25]=1[B:26]1OC(C)(C)C(C)(C)[O:27]1)[C:5]([NH:7][N:8]([C:19]([CH3:22])([CH3:21])[CH3:20])[C:9](=[O:18])[C:10]1[CH:15]=[C:14]([CH3:16])[CH:13]=[C:12]([CH3:17])[CH:11]=1)=[O:6].[N:35]([C:38]1[CH:43]=[CH:42][CH:41]=[CH:40][CH:39]=1)=[C:36]=[S:37]. Product: [C:19]([N:8]([C:9](=[O:18])[C:10]1[CH:11]=[C:12]([CH3:17])[CH:13]=[C:14]([CH3:16])[CH:15]=1)[NH:7][C:5]([C:4]1[CH:23]=[CH:24][C:25]2[B:26]([OH:27])[N:35]([C:38]3[CH:43]=[CH:42][CH:41]=[CH:40][CH:39]=3)[C:36](=[S:37])[NH:1][C:2]=2[CH:3]=1)=[O:6])([CH3:22])([CH3:21])[CH3:20]. The catalyst class is: 12. (3) Reactant: [Cl:1][C:2]1[CH:3]=[C:4]([C:12]2([C:36]([F:39])([F:38])[F:37])[O:16][N:15]=[C:14]([C:17]3[CH:22]=[CH:21][C:20]([C:23]([N:25]4[CH2:29][C:28](=[O:30])[NH:27][CH2:26]4)=[O:24])=[C:19]([CH2:31][C:32]([F:35])([F:34])[F:33])[CH:18]=3)[CH2:13]2)[CH:5]=[C:6]([C:8]([F:11])([F:10])[F:9])[CH:7]=1.CN(C)C=O.[F:45][C:46]([F:51])([F:50])[CH2:47][CH2:48]I.C([O-])([O-])=O.[Cs+].[Cs+]. Product: [Cl:1][C:2]1[CH:3]=[C:4]([C:12]2([C:36]([F:37])([F:38])[F:39])[O:16][N:15]=[C:14]([C:17]3[CH:22]=[CH:21][C:20]([C:23]([N:25]4[CH2:29][C:28](=[O:30])[N:27]([CH2:48][CH2:47][C:46]([F:51])([F:50])[F:45])[CH2:26]4)=[O:24])=[C:19]([CH2:31][C:32]([F:33])([F:35])[F:34])[CH:18]=3)[CH2:13]2)[CH:5]=[C:6]([C:8]([F:11])([F:10])[F:9])[CH:7]=1. The catalyst class is: 23. (4) Reactant: [Cl:1][C:2]1[CH:3]=[C:4]([C:9]2[S:10][CH:11]=[C:12]([C:15]([CH3:17])=O)[C:13]=2[OH:14])[CH:5]=[CH:6][C:7]=1[Cl:8].[N:18]1([CH2:23][CH2:24][NH:25][C:26]([C:28]2[S:29][C:30]([C:33]([NH:35][NH2:36])=[O:34])=[CH:31][CH:32]=2)=[O:27])[CH2:22][CH2:21][CH2:20][CH2:19]1. Product: [N:18]1([CH2:23][CH2:24][NH:25][C:26]([C:28]2[S:29][C:30]([C:33]([NH:35][N:36]=[C:15]([C:12]3[C:13]([OH:14])=[C:9]([C:4]4[CH:5]=[CH:6][C:7]([Cl:8])=[C:2]([Cl:1])[CH:3]=4)[S:10][CH:11]=3)[CH3:17])=[O:34])=[CH:31][CH:32]=2)=[O:27])[CH2:22][CH2:21][CH2:20][CH2:19]1. The catalyst class is: 16.